From a dataset of Catalyst prediction with 721,799 reactions and 888 catalyst types from USPTO. Predict which catalyst facilitates the given reaction. (1) Reactant: [Cl:1][C:2]1[CH:7]=[C:6]([Cl:8])[CH:5]=[CH:4][C:3]=1[CH2:9][NH:10][C:11](=[O:19])[CH2:12][C:13]1[N:17]([CH3:18])[N:16]=[CH:15][CH:14]=1.[I:20]N1C(=O)CCC1=O. Product: [Cl:1][C:2]1[CH:7]=[C:6]([Cl:8])[CH:5]=[CH:4][C:3]=1[CH2:9][NH:10][C:11](=[O:19])[CH2:12][C:13]1[N:17]([CH3:18])[N:16]=[CH:15][C:14]=1[I:20]. The catalyst class is: 204. (2) Reactant: C(O[BH-](OC(=O)C)OC(=O)C)(=O)C.[Na+].Br.[Cl:16][C:17]1[CH:18]=[C:19]([CH:29]=[C:30]([Cl:32])[CH:31]=1)[O:20][C:21]1[C:22]([CH3:28])=[N:23][NH:24][C:25]=1[CH2:26][NH2:27].[F:33][C:34]1[CH:41]=[CH:40][C:37]([CH:38]=O)=[CH:36][CH:35]=1. Product: [Cl:16][C:17]1[CH:18]=[C:19]([CH:29]=[C:30]([Cl:32])[CH:31]=1)[O:20][C:21]1[C:22]([CH3:28])=[N:23][NH:24][C:25]=1[CH2:26][NH:27][CH2:38][C:37]1[CH:40]=[CH:41][C:34]([F:33])=[CH:35][CH:36]=1. The catalyst class is: 676. (3) Reactant: ClC(OC(Cl)C)=O.C([N:21]1[CH2:24][C:23]2([CH2:29][N:28]([CH2:30][C:31]3[C:52]([C:53]([F:56])([F:55])[F:54])=[CH:51][C:34]([C:35]([NH:37][CH2:38][C:39]4[CH:44]=[C:43]([Cl:45])[CH:42]=[CH:41][C:40]=4[S:46]([CH2:49][CH3:50])(=[O:48])=[O:47])=[O:36])=[CH:33][C:32]=3[Cl:57])[CH2:27][CH2:26][O:25]2)[CH2:22]1)(C1C=CC=CC=1)C1C=CC=CC=1. Product: [Cl:57][C:32]1[CH:33]=[C:34]([CH:51]=[C:52]([C:53]([F:54])([F:55])[F:56])[C:31]=1[CH2:30][N:28]1[CH2:29][C:23]2([CH2:22][NH:21][CH2:24]2)[O:25][CH2:26][CH2:27]1)[C:35]([NH:37][CH2:38][C:39]1[CH:44]=[C:43]([Cl:45])[CH:42]=[CH:41][C:40]=1[S:46]([CH2:49][CH3:50])(=[O:47])=[O:48])=[O:36]. The catalyst class is: 2. (4) Reactant: [O-]S([O-])(=O)=O.[Mg+2].OS(O)(=O)=O.[F:12][C:13]1[CH:18]=[CH:17][C:16]([C:19](=[O:25])[CH2:20][CH2:21][C:22]([OH:24])=[O:23])=[CH:15][CH:14]=1.[CH3:26][C:27](O)([CH3:29])[CH3:28]. Product: [F:12][C:13]1[CH:14]=[CH:15][C:16]([C:19](=[O:25])[CH2:20][CH2:21][C:22]([O:24][C:27]([CH3:29])([CH3:28])[CH3:26])=[O:23])=[CH:17][CH:18]=1. The catalyst class is: 2.